Binary Classification. Given a miRNA mature sequence and a target amino acid sequence, predict their likelihood of interaction. From a dataset of Experimentally validated miRNA-target interactions with 360,000+ pairs, plus equal number of negative samples. The miRNA is mmu-miR-695 with sequence AGAUUGGGCAUAGGUGACUGAA. The protein sequence of the target gene is MASSGGELGSLFDHHVQRAVCDTRAKYREGRRPRAVKVYTINLESQYLLIQGVPAVGVMKELVERFALYGAIEQYNALDEYPAEDFTEVYLIKFMNLQSARTAKRKMDEQSFFGGLLHVCYAPEFETVEETRKKLQMRKAYVVKTTENKDHYVTKKKLVTEHKDTEDFRQDFHSEMSGFCKAALNTSAGNSNPYLPYSCELPLCYFSSKCMCSSGGPVDRAPDSSKDGRNHHKTMGHYNHNDSLRKTQINSLKNSVACPGAQKAITSSEAVDRFMPRTTQLQERKRRREDDRKLGTFLQT.... Result: 0 (no interaction).